This data is from Forward reaction prediction with 1.9M reactions from USPTO patents (1976-2016). The task is: Predict the product of the given reaction. (1) Given the reactants [NH2:1][C:2]1[C:7]([C:8]([NH:10][C:11]2[CH:16]=[C:15]([O:17]C)[CH:14]=[C:13]([O:19]C)[CH:12]=2)=[O:9])=[C:6]([NH:21][C@H:22]([C:24]2[N:29]([C:30]3[CH:35]=[CH:34][CH:33]=[CH:32][CH:31]=3)[C:28](=[O:36])[C:27]3=[C:37]([CH3:40])[CH:38]=[CH:39][N:26]3[N:25]=2)[CH3:23])[N:5]=[CH:4][N:3]=1.B(Br)(Br)Br, predict the reaction product. The product is: [NH2:1][C:2]1[C:7]([C:8]([NH:10][C:11]2[CH:16]=[C:15]([OH:17])[CH:14]=[C:13]([OH:19])[CH:12]=2)=[O:9])=[C:6]([NH:21][C@H:22]([C:24]2[N:29]([C:30]3[CH:35]=[CH:34][CH:33]=[CH:32][CH:31]=3)[C:28](=[O:36])[C:27]3=[C:37]([CH3:40])[CH:38]=[CH:39][N:26]3[N:25]=2)[CH3:23])[N:5]=[CH:4][N:3]=1. (2) Given the reactants [OH:1][CH2:2][C:3]1([NH:6][C:7](=[O:17])[C:8]2[CH:13]=[CH:12][CH:11]=[C:10]([N+:14]([O-])=O)[CH:9]=2)[CH2:5][CH2:4]1, predict the reaction product. The product is: [NH2:14][C:10]1[CH:9]=[C:8]([CH:13]=[CH:12][CH:11]=1)[C:7]([NH:6][C:3]1([CH2:2][OH:1])[CH2:4][CH2:5]1)=[O:17]. (3) Given the reactants [Br:1][C:2]1[CH:7]=[CH:6][C:5]([C:8]2([C:11](O)=[O:12])[CH2:10][CH2:9]2)=[C:4]([F:14])[CH:3]=1.Cl.C(N=C=NCCCN(C)C)C.O.O[N:29]1C2C=CC=CC=2N=[N:30]1.C(N(CC)CC)C, predict the reaction product. The product is: [Br:1][C:2]1[CH:7]=[CH:6][C:5]([C:8]2([C:11]([NH:29][NH2:30])=[O:12])[CH2:10][CH2:9]2)=[C:4]([F:14])[CH:3]=1. (4) Given the reactants [Na].[CH3:2][CH:3]1[O:8][CH2:7][CH2:6][N:5]([C:9]2[N:10]=[C:11]([CH2:16][C:17]([OH:19])=O)[NH:12][C:13](=[O:15])[CH:14]=2)[CH2:4]1.[N:20]1[CH:25]=[CH:24][CH:23]=[CH:22][CH:21]=1.Cl.CN(C)[CH2:29][CH2:30][CH2:31]N=C=NCC.[CH3:38]N(C=O)C, predict the reaction product. The product is: [CH3:38][C@H:25]1[CH2:24][C:23]2[C:22](=[CH:21][CH:29]=[CH:30][CH:31]=2)[N:20]1[C:17](=[O:19])[CH2:16][C:11]1[NH:12][C:13](=[O:15])[CH:14]=[C:9]([N:5]2[CH2:6][CH2:7][O:8][CH:3]([CH3:2])[CH2:4]2)[N:10]=1.